Dataset: Peptide-MHC class II binding affinity with 134,281 pairs from IEDB. Task: Regression. Given a peptide amino acid sequence and an MHC pseudo amino acid sequence, predict their binding affinity value. This is MHC class II binding data. (1) The peptide sequence is DDCVVRPIDDRFGLA. The MHC is DRB1_1101 with pseudo-sequence DRB1_1101. The binding affinity (normalized) is 0.338. (2) The peptide sequence is YDKFLANVSTVRTGK. The MHC is DRB1_1001 with pseudo-sequence DRB1_1001. The binding affinity (normalized) is 0.678. (3) The peptide sequence is AETCPIFYDVFFAVA. The MHC is DRB1_0701 with pseudo-sequence DRB1_0701. The binding affinity (normalized) is 0.352.